Dataset: Full USPTO retrosynthesis dataset with 1.9M reactions from patents (1976-2016). Task: Predict the reactants needed to synthesize the given product. (1) Given the product [N:37]1([CH2:43][CH2:44][CH2:45][NH:18][C:16]([C:15]2[CH:14]=[C:13]3[C:9]([CH:10]=[N:11][N:12]3[CH2:19][CH:20]([CH3:22])[CH3:21])=[CH:8][C:7]=2[O:6][C:5]2[CH:23]=[CH:24][C:2]([F:1])=[CH:3][CH:4]=2)=[O:17])[CH2:42][CH2:41][O:40][CH2:39][CH2:38]1, predict the reactants needed to synthesize it. The reactants are: [F:1][C:2]1[CH:24]=[CH:23][C:5]([O:6][C:7]2[CH:8]=[C:9]3[C:13](=[CH:14][C:15]=2[C:16]([NH2:18])=[O:17])[N:12]([CH2:19][CH:20]([CH3:22])[CH3:21])[N:11]=[CH:10]3)=[CH:4][CH:3]=1.C(N1C=CN=C1)(N1C=CN=C1)=O.[N:37]1([CH2:43][CH2:44][CH2:45]N)[CH2:42][CH2:41][O:40][CH2:39][CH2:38]1. (2) Given the product [Cl:29][C:30]1[CH:35]=[CH:34][CH:33]=[C:32]([F:36])[C:31]=1[C:37]1[C:41]([C:42]([NH:1][C@H:2]([C:23]2[CH:24]=[CH:25][CH:26]=[CH:27][CH:28]=2)[CH2:3][CH2:4][N:5]2[CH2:10][CH2:9][CH:8]([C:11]3[CH:16]=[CH:15][CH:14]=[C:13]([NH:17][C:18](=[O:22])[CH:19]([CH3:21])[CH3:20])[CH:12]=3)[CH2:7][CH2:6]2)=[O:43])=[C:40]([CH3:45])[O:39][N:38]=1, predict the reactants needed to synthesize it. The reactants are: [NH2:1][C@H:2]([C:23]1[CH:28]=[CH:27][CH:26]=[CH:25][CH:24]=1)[CH2:3][CH2:4][N:5]1[CH2:10][CH2:9][CH:8]([C:11]2[CH:12]=[C:13]([NH:17][C:18](=[O:22])[CH:19]([CH3:21])[CH3:20])[CH:14]=[CH:15][CH:16]=2)[CH2:7][CH2:6]1.[Cl:29][C:30]1[CH:35]=[CH:34][CH:33]=[C:32]([F:36])[C:31]=1[C:37]1[C:41]([C:42](Cl)=[O:43])=[C:40]([CH3:45])[O:39][N:38]=1. (3) Given the product [Br:1][CH2:3][C:4]1[CH:17]=[CH:16][C:7]([C:8]([C:10]2[CH:15]=[CH:14][CH:13]=[CH:12][CH:11]=2)=[O:9])=[CH:6][CH:5]=1, predict the reactants needed to synthesize it. The reactants are: [Br:1]Br.[CH3:3][C:4]1[CH:17]=[CH:16][C:7]([C:8]([C:10]2[CH:15]=[CH:14][CH:13]=[CH:12][CH:11]=2)=[O:9])=[CH:6][CH:5]=1. (4) The reactants are: [NH2:1][C:2]1[S:3][C:4]([CH3:11])=[C:5]([C:7]([O:9]C)=[O:8])[N:6]=1.[F:12][C:13]1[CH:14]=[C:15]([C:20]2[S:24][C:23]([S:25](Cl)(=[O:27])=[O:26])=[CH:22][CH:21]=2)[CH:16]=[C:17]([F:19])[CH:18]=1.N1C=CC=CC=1. Given the product [F:12][C:13]1[CH:14]=[C:15]([C:20]2[S:24][C:23]([S:25]([NH:1][C:2]3[S:3][C:4]([CH3:11])=[C:5]([C:7]([OH:9])=[O:8])[N:6]=3)(=[O:27])=[O:26])=[CH:22][CH:21]=2)[CH:16]=[C:17]([F:19])[CH:18]=1, predict the reactants needed to synthesize it. (5) Given the product [Br:1][C:2]1[C:3]([C:9]#[N:10])=[N:4][C:5]([O:8][CH2:18][CH2:19][CH2:20][CH3:21])=[CH:6][CH:7]=1, predict the reactants needed to synthesize it. The reactants are: [Br:1][C:2]1[CH:7]=[CH:6][C:5](=[O:8])[NH:4][C:3]=1[C:9]#[N:10].C(=O)([O-])[O-].[K+].[K+].I[CH2:18][CH2:19][CH2:20][CH3:21]. (6) Given the product [Cl:1][C:2]1[CH:7]=[C:6]([Cl:8])[CH:5]=[CH:4][C:3]=1[C:9]1[C:10]2[N:11]([C:15]([NH2:19])=[C:16]([CH3:18])[N:17]=2)[CH:12]=[CH:13][N:14]=1, predict the reactants needed to synthesize it. The reactants are: [Cl:1][C:2]1[CH:7]=[C:6]([Cl:8])[CH:5]=[CH:4][C:3]=1[C:9]1[C:10]2[N:11]([C:15]([N+:19]([O-])=O)=[C:16]([CH3:18])[N:17]=2)[CH:12]=[CH:13][N:14]=1.C(O)(=O)C. (7) Given the product [O:19]1[CH2:24][CH2:23][O:22][C:21]2[CH:25]=[C:26]([NH:29][S:12]([C:8]3[CH:7]=[C:6]4[C:11](=[CH:10][CH:9]=3)[N:2]([CH3:1])[C:3](=[O:18])[C:4](=[O:17])[N:5]4[CH3:16])(=[O:14])=[O:13])[CH:27]=[CH:28][C:20]1=2, predict the reactants needed to synthesize it. The reactants are: [CH3:1][N:2]1[C:11]2[C:6](=[CH:7][C:8]([S:12](Cl)(=[O:14])=[O:13])=[CH:9][CH:10]=2)[N:5]([CH3:16])[C:4](=[O:17])[C:3]1=[O:18].[O:19]1[CH2:24][CH2:23][O:22][C:21]2[CH:25]=[C:26]([NH2:29])[CH:27]=[CH:28][C:20]1=2.C(N(CC)CC)C.